Task: Predict the reactants needed to synthesize the given product.. Dataset: Full USPTO retrosynthesis dataset with 1.9M reactions from patents (1976-2016) Given the product [CH:1]1([N:4]2[CH2:9][CH2:8][CH:7]([O:10][C:17]3[CH:16]=[CH:15][C:14]([N+:11]([O-:13])=[O:12])=[CH:19][N:18]=3)[CH2:6][CH2:5]2)[CH2:3][CH2:2]1, predict the reactants needed to synthesize it. The reactants are: [CH:1]1([N:4]2[CH2:9][CH2:8][CH:7]([OH:10])[CH2:6][CH2:5]2)[CH2:3][CH2:2]1.[N+:11]([C:14]1[CH:15]=[CH:16][C:17](Cl)=[N:18][CH:19]=1)([O-:13])=[O:12].[H-].[Na+].